This data is from Full USPTO retrosynthesis dataset with 1.9M reactions from patents (1976-2016). The task is: Predict the reactants needed to synthesize the given product. Given the product [CH2:1]([N:8]1[CH2:13][CH2:12][N:11]([C:14]([O:16][C:17]([CH3:19])([CH3:20])[CH3:18])=[O:15])[C@H:10]([CH2:21][C:22]2[CH:27]=[CH:26][C:25]([O:28][S:36]([C:39]([F:42])([F:41])[F:40])(=[O:38])=[O:37])=[CH:24][CH:23]=2)[CH2:9]1)[C:2]1[CH:3]=[CH:4][CH:5]=[CH:6][CH:7]=1, predict the reactants needed to synthesize it. The reactants are: [CH2:1]([N:8]1[CH2:13][CH2:12][N:11]([C:14]([O:16][C:17]([CH3:20])([CH3:19])[CH3:18])=[O:15])[C@H:10]([CH2:21][C:22]2[CH:27]=[CH:26][C:25]([OH:28])=[CH:24][CH:23]=2)[CH2:9]1)[C:2]1[CH:7]=[CH:6][CH:5]=[CH:4][CH:3]=1.C1(N([S:36]([C:39]([F:42])([F:41])[F:40])(=[O:38])=[O:37])[S:36]([C:39]([F:42])([F:41])[F:40])(=[O:38])=[O:37])C=CC=CC=1.CCN(CC)CC.